Dataset: Reaction yield outcomes from USPTO patents with 853,638 reactions. Task: Predict the reaction yield, written as a fraction of the theoretical maximum amount of product (1.0 means a 100% yield; for example, 0.34 means a 34% yield). (1) The reactants are [OH:1][C:2]1[C:9]([O:10][CH3:11])=[CH:8][C:7]([O:12][CH3:13])=[CH:6][C:3]=1[CH:4]=[O:5].C([O-])([O-])=O.[K+].[K+].[CH2:20]([O:22][CH:23]([O:26][CH2:27][CH3:28])[CH2:24]Br)[CH3:21]. The catalyst is CN(C=O)C. The product is [CH2:20]([O:22][CH:23]([O:26][CH2:27][CH3:28])[CH2:24][O:1][C:2]1[C:9]([O:10][CH3:11])=[CH:8][C:7]([O:12][CH3:13])=[CH:6][C:3]=1[CH:4]=[O:5])[CH3:21]. The yield is 0.670. (2) The reactants are [CH2:1]([C:8]1[CH:13]=[CH:12][N:11]=[N:10][CH:9]=1)[C:2]1[CH:7]=[CH:6][CH:5]=[CH:4][CH:3]=1.CC(O)=[O:16]. No catalyst specified. The product is [C:2]1([C:1]([C:8]2[CH:13]=[CH:12][N:11]=[N:10][CH:9]=2)=[O:16])[CH:3]=[CH:4][CH:5]=[CH:6][CH:7]=1. The yield is 0.910. (3) The yield is 0.320. The reactants are [O:1]1[C:5]2[CH:6]=[CH:7][C:8]([C:10]3([C:13]([NH:15][C:16]4[CH:17]=[C:18]5[C:22](=[C:23]([C:25]#[N:26])[CH:24]=4)[NH:21][C:20]([C:27]([CH3:30])([CH3:29])[CH3:28])=[CH:19]5)=[O:14])[CH2:12][CH2:11]3)=[CH:9][C:4]=2[O:3][CH2:2]1.[H][H]. The product is [NH2:26][CH2:25][C:23]1[CH:24]=[C:16]([NH:15][C:13]([C:10]2([C:8]3[CH:7]=[CH:6][C:5]4[O:1][CH2:2][O:3][C:4]=4[CH:9]=3)[CH2:11][CH2:12]2)=[O:14])[CH:17]=[C:18]2[C:22]=1[NH:21][C:20]([C:27]([CH3:30])([CH3:29])[CH3:28])=[CH:19]2. The catalyst is C(OCC)(=O)C.[Pd]. (4) The reactants are [CH3:1][O:2][C:3]1[CH:8]=[CH:7][C:6]([S:9](Cl)(=[O:11])=[O:10])=[CH:5][CH:4]=1.C(N(C(C)C)CC)(C)C.Cl.[CH2:23]([O:30][NH2:31])[C:24]1[CH:29]=[CH:28][CH:27]=[CH:26][CH:25]=1.S(Cl)(Cl)(=O)=O. The catalyst is C1COCC1. The product is [CH2:23]([O:30][NH:31][S:9]([C:6]1[CH:7]=[CH:8][C:3]([O:2][CH3:1])=[CH:4][CH:5]=1)(=[O:11])=[O:10])[C:24]1[CH:29]=[CH:28][CH:27]=[CH:26][CH:25]=1. The yield is 0.760. (5) The reactants are Cl.[C:2]1([CH3:10])[CH:7]=[CH:6][C:5]([NH:8]N)=[CH:4][CH:3]=1.[C:11]([N:16]1[CH2:21][CH2:20][C:19](=O)[CH2:18][CH2:17]1)([O:13][CH2:14][CH3:15])=[O:12]. The catalyst is CCO. The product is [CH3:10][C:2]1[CH:7]=[CH:6][C:5]2[NH:8][C:19]3[CH2:20][CH2:21][N:16]([C:11]([O:13][CH2:14][CH3:15])=[O:12])[CH2:17][C:18]=3[C:4]=2[CH:3]=1. The yield is 0.860. (6) The reactants are [CH3:1][C:2]([C:9]1[NH:10][C:11]2[C:16]([CH:17]=1)=[CH:15][C:14]([N+:18]([O-:20])=[O:19])=[CH:13][CH:12]=2)([CH3:8])[C:3]([O:5]CC)=[O:4].Cl. The catalyst is C1COCC1.O. The product is [CH3:8][C:2]([C:9]1[NH:10][C:11]2[C:16]([CH:17]=1)=[CH:15][C:14]([N+:18]([O-:20])=[O:19])=[CH:13][CH:12]=2)([CH3:1])[C:3]([OH:5])=[O:4]. The yield is 0.990. (7) The reactants are [OH:1][C:2]1[CH:7]=[CH:6][C:5]([NH:8][C:9](=[O:16])[C:10]2[CH:15]=[CH:14][CH:13]=[CH:12][CH:11]=2)=[C:4]([C:17]([C:19]2[CH:24]=[CH:23][CH:22]=[CH:21][CH:20]=2)=[O:18])[CH:3]=1.C(=O)([O-])[O-].[K+].[K+].[CH2:31](Br)[C:32]1[CH:37]=[CH:36][CH:35]=[CH:34][CH:33]=1.O. The catalyst is CN(C)C=O. The product is [C:10]1([C:9]([NH:8][C:5]2[CH:6]=[CH:7][C:2]([O:1][CH2:31][C:32]3[CH:37]=[CH:36][CH:35]=[CH:34][CH:33]=3)=[CH:3][C:4]=2[C:17]([C:19]2[CH:20]=[CH:21][CH:22]=[CH:23][CH:24]=2)=[O:18])=[O:16])[CH:15]=[CH:14][CH:13]=[CH:12][CH:11]=1. The yield is 0.630.